Dataset: Forward reaction prediction with 1.9M reactions from USPTO patents (1976-2016). Task: Predict the product of the given reaction. Given the reactants [Cl:1][C:2]1[CH:3]=[C:4]([C:10]2([C:24]([F:27])([F:26])[F:25])[O:14][N:13]=[C:12]([C:15]3[CH:16]=[CH:17][C:18]([F:23])=[C:19]([CH2:21][NH2:22])[CH:20]=3)[CH2:11]2)[CH:5]=[C:6]([Cl:9])[C:7]=1[F:8].[C:28](Cl)(=[O:30])[CH3:29], predict the reaction product. The product is: [Cl:1][C:2]1[CH:3]=[C:4]([C:10]2([C:24]([F:26])([F:27])[F:25])[O:14][N:13]=[C:12]([C:15]3[CH:16]=[CH:17][C:18]([F:23])=[C:19]([CH:20]=3)[CH2:21][NH:22][C:28](=[O:30])[CH3:29])[CH2:11]2)[CH:5]=[C:6]([Cl:9])[C:7]=1[F:8].